This data is from NCI-60 drug combinations with 297,098 pairs across 59 cell lines. The task is: Regression. Given two drug SMILES strings and cell line genomic features, predict the synergy score measuring deviation from expected non-interaction effect. Drug 1: CC1=C2C(C(=O)C3(C(CC4C(C3C(C(C2(C)C)(CC1OC(=O)C(C(C5=CC=CC=C5)NC(=O)OC(C)(C)C)O)O)OC(=O)C6=CC=CC=C6)(CO4)OC(=O)C)OC)C)OC. Drug 2: C(CN)CNCCSP(=O)(O)O. Cell line: HOP-62. Synergy scores: CSS=28.8, Synergy_ZIP=0.128, Synergy_Bliss=-2.03, Synergy_Loewe=-28.2, Synergy_HSA=-0.963.